This data is from Reaction yield outcomes from USPTO patents with 853,638 reactions. The task is: Predict the reaction yield, written as a fraction of the theoretical maximum amount of product (1.0 means a 100% yield; for example, 0.34 means a 34% yield). The product is [CH3:27][O:26][C:17]1[CH:16]=[CH:15][N:14]=[C:13]2[C:12]([C:29]3[CH:34]=[CH:33][C:32]([O:35][CH3:36])=[CH:31][N:30]=3)=[C:11]([C:9]3[CH:8]=[CH:7][N:6]=[C:5]([NH:4][C:1](=[O:3])[CH3:2])[CH:10]=3)[NH:19][C:18]=12. The reactants are [C:1]([NH:4][C:5]1[CH:10]=[C:9]([C:11]#[C:12][C:13]2[C:18]([NH:19]C(=O)C(F)(F)F)=[C:17]([O:26][CH3:27])[CH:16]=[CH:15][N:14]=2)[CH:8]=[CH:7][N:6]=1)(=[O:3])[CH3:2].Br[C:29]1[CH:34]=[CH:33][C:32]([O:35][CH3:36])=[CH:31][N:30]=1.C([O-])([O-])=O.[Cs+].[Cs+]. The yield is 0.204. The catalyst is CN(C=O)C.CC(C1C=C(C(C)C)C(C2C(P(C3CCCCC3)C3CCCCC3)=CC=CC=2)=C(C(C)C)C=1)C.C1C=[C-]C(CCN)=CC=1.Cl[Pd+].